From a dataset of Forward reaction prediction with 1.9M reactions from USPTO patents (1976-2016). Predict the product of the given reaction. (1) Given the reactants Cl.N[CH2:3][CH2:4][CH2:5][CH:6]=[C:7]([CH3:11])[C:8]([NH2:10])=[O:9].C(OC(=O)CC)(=O)CC.C(N(CC)CC)C, predict the reaction product. The product is: [C:8]([NH2:10])(=[O:9])[CH2:7][CH3:6].[CH2:5]([CH:6]=[C:7]([CH3:11])[C:8]([NH2:10])=[O:9])[CH2:4][CH3:3]. (2) The product is: [ClH:29].[NH2:8][CH2:9][CH2:10][O:11][C:12](=[O:28])[CH2:13][CH2:14][CH2:15][CH2:16][CH2:17][CH2:18][CH2:19][CH2:20][CH2:21][CH2:22][CH2:23][CH2:24][CH2:25][CH2:26][CH3:27]. Given the reactants C(OC([NH:8][CH2:9][CH2:10][O:11][C:12](=[O:28])[CH2:13][CH2:14][CH2:15][CH2:16][CH2:17][CH2:18][CH2:19][CH2:20][CH2:21][CH2:22][CH2:23][CH2:24][CH2:25][CH2:26][CH3:27])=O)(C)(C)C.[ClH:29].O1CCOCC1, predict the reaction product.